Dataset: Reaction yield outcomes from USPTO patents with 853,638 reactions. Task: Predict the reaction yield, written as a fraction of the theoretical maximum amount of product (1.0 means a 100% yield; for example, 0.34 means a 34% yield). (1) The reactants are [CH2:1]([O:3][C:4]([C:6]1[C:7]([CH3:22])=[C:8](C(OC(C)(C)C)=O)[NH:9][C:10]=1[CH2:11][C:12]([OH:14])=[O:13])=[O:5])[CH3:2].FC(F)(F)C(O)=O.C(=O)=O.C(O)C.[OH-].[Na+]. The catalyst is ClCCl. The product is [CH2:1]([O:3][C:4]([C:6]1[C:7]([CH3:22])=[CH:8][NH:9][C:10]=1[CH2:11][C:12]([OH:14])=[O:13])=[O:5])[CH3:2]. The yield is 0.857. (2) The reactants are [C:1]1([CH3:10])[C:2]([C:7]([OH:9])=[O:8])=[CH:3][CH:4]=[CH:5][CH:6]=1.[Cl:11][S:12](O)(=[O:14])=[O:13]. No catalyst specified. The product is [Cl:11][S:12]([C:4]1[CH:5]=[CH:6][C:1]([CH3:10])=[C:2]([CH:3]=1)[C:7]([OH:9])=[O:8])(=[O:14])=[O:13]. The yield is 0.780. (3) The reactants are [C:1]1([C:43]2[CH:48]=[CH:47][CH:46]=[CH:45][CH:44]=2)[CH:6]=[CH:5][CH:4]=[C:3]([N:7]2[C:12]3[N:13]=[CH:14][C:15]([F:17])=[CH:16][C:11]=3[C:10](=[O:18])[N:9]([C@@H:19]3[CH2:24][CH2:23][C@H:22]([NH:25][C:26](=[O:41])[CH2:27][N:28]4[CH2:33][CH2:32][N:31](C(OC(C)(C)C)=O)[CH2:30][CH2:29]4)[CH2:21][CH2:20]3)[C:8]2=[O:42])[CH:2]=1.Cl. The catalyst is O1CCOCC1. The product is [C:1]1([C:43]2[CH:48]=[CH:47][CH:46]=[CH:45][CH:44]=2)[CH:6]=[CH:5][CH:4]=[C:3]([N:7]2[C:12]3[N:13]=[CH:14][C:15]([F:17])=[CH:16][C:11]=3[C:10](=[O:18])[N:9]([C@@H:19]3[CH2:24][CH2:23][C@H:22]([NH:25][C:26](=[O:41])[CH2:27][N:28]4[CH2:33][CH2:32][NH:31][CH2:30][CH2:29]4)[CH2:21][CH2:20]3)[C:8]2=[O:42])[CH:2]=1. The yield is 0.440. (4) The reactants are [NH:1]1[CH2:4][CH:3]([C:5]2[NH:9][N:8]=[C:7]([C:10]3[CH:15]=[CH:14][CH:13]=[CH:12][N:11]=3)[N:6]=2)[CH2:2]1.C(N(CC)CC)C.[CH3:23][C:24]1[N:25]=[C:26]2[N:31]=[C:30]([C:32]3[CH:39]=[CH:38][C:35]([CH:36]=O)=[CH:34][CH:33]=3)[C:29]([C:40]3[CH:45]=[CH:44][CH:43]=[CH:42][CH:41]=3)=[C:28]([NH:46][CH:47]([CH3:49])[CH3:48])[N:27]2[CH:50]=1.C(O)(=O)C.[BH-](OC(C)=O)(OC(C)=O)OC(C)=O.[Na+]. The catalyst is CN1C(=O)CCC1. The product is [CH:47]([NH:46][C:28]1[N:27]2[CH:50]=[C:24]([CH3:23])[N:25]=[C:26]2[N:31]=[C:30]([C:32]2[CH:39]=[CH:38][C:35]([CH2:36][N:1]3[CH2:4][CH:3]([C:5]4[N:6]=[C:7]([C:10]5[CH:15]=[CH:14][CH:13]=[CH:12][N:11]=5)[NH:8][N:9]=4)[CH2:2]3)=[CH:34][CH:33]=2)[C:29]=1[C:40]1[CH:41]=[CH:42][CH:43]=[CH:44][CH:45]=1)([CH3:49])[CH3:48]. The yield is 0.0110. (5) The reactants are FC1C([O:8][C:9]([C:11]2[C:29]([F:30])=[C:28]([F:31])[C:14]3[N:15]([C:20]4[CH:25]=[CH:24][C:23]([I:26])=[CH:22][C:21]=4[CH3:27])[CH2:16][O:17][C:18](=[O:19])[C:13]=3[CH:12]=2)=O)=C(F)C(F)=C(F)C=1F.C1COCC1.Cl.CN.[CH:44]([N:47](CC)C(C)C)(C)C. The catalyst is C(OCC)(=O)C. The product is [CH3:44][NH:47][C:9]([C:11]1[C:29]([F:30])=[C:28]([F:31])[C:14]2[N:15]([C:20]3[CH:25]=[CH:24][C:23]([I:26])=[CH:22][C:21]=3[CH3:27])[CH2:16][O:17][C:18](=[O:19])[C:13]=2[CH:12]=1)=[O:8]. The yield is 0.769. (6) The reactants are Br[C:2]1[CH:29]=[CH:28][C:5]([CH2:6][N:7]2[C:15]3[C:14]([O:16][CH3:17])=[N:13][C:12]([N:18]4[CH:22]=[C:21]([C:23]([O:25][CH2:26][CH3:27])=[O:24])[CH:20]=[N:19]4)=[N:11][C:10]=3[CH:9]=[N:8]2)=[CH:4][CH:3]=1.[NH:30]1[CH2:34][CH2:33][CH2:32][C:31]1=[O:35].C(=O)([O-])[O-].[Cs+].[Cs+].C(OCC)(=O)C. The catalyst is O1CCOCC1.C1C=CC(/C=C/C(/C=C/C2C=CC=CC=2)=O)=CC=1.C1C=CC(/C=C/C(/C=C/C2C=CC=CC=2)=O)=CC=1.C1C=CC(/C=C/C(/C=C/C2C=CC=CC=2)=O)=CC=1.[Pd].[Pd]. The product is [CH3:17][O:16][C:14]1[C:15]2[N:7]([CH2:6][C:5]3[CH:28]=[CH:29][C:2]([N:30]4[CH2:34][CH2:33][CH2:32][C:31]4=[O:35])=[CH:3][CH:4]=3)[N:8]=[CH:9][C:10]=2[N:11]=[C:12]([N:18]2[CH:22]=[C:21]([C:23]([O:25][CH2:26][CH3:27])=[O:24])[CH:20]=[N:19]2)[N:13]=1. The yield is 0.520.